Task: Predict the reaction yield, written as a fraction of the theoretical maximum amount of product (1.0 means a 100% yield; for example, 0.34 means a 34% yield).. Dataset: Reaction yield outcomes from USPTO patents with 853,638 reactions (1) The reactants are [CH2:1]([O:3][C:4](=[O:20])[C:5]1[CH:10]=[CH:9][CH:8]=[C:7]([O:11][C:12]2[CH:13]=[N:14][C:15]([O:18]C)=[CH:16][CH:17]=2)[CH:6]=1)[CH3:2].I[Si](C)(C)C. The catalyst is C(#N)C.O. The product is [CH2:1]([O:3][C:4](=[O:20])[C:5]1[CH:10]=[CH:9][CH:8]=[C:7]([O:11][C:12]2[CH:13]=[N:14][C:15]([OH:18])=[CH:16][CH:17]=2)[CH:6]=1)[CH3:2]. The yield is 0.690. (2) The product is [Cl:18][C:2]1[C:3]2[C:4](=[CH:13][S:14][CH:15]=2)[N:5]=[C:6]([C:8]([O:10][CH2:11][CH3:12])=[O:9])[N:7]=1. No catalyst specified. The yield is 0.590. The reactants are O[C:2]1[C:3]2[C:4](=[CH:13][S:14][CH:15]=2)[N:5]=[C:6]([C:8]([O:10][CH2:11][CH3:12])=[O:9])[N:7]=1.P(Cl)(Cl)([Cl:18])=O. (3) The reactants are [NH2:1][C:2]1[S:3][CH:4]=[C:5]([C:16]2[CH:21]=[CH:20][CH:19]=[CH:18][CH:17]=2)[C:6]=1[C:7]([C:9]1[CH:14]=[CH:13][C:12]([CH3:15])=[CH:11][CH:10]=1)=O.[C:22]([O:29][CH3:30])(=[O:28])[CH2:23][CH2:24][C:25]([CH3:27])=O.Cl[Si](C)(C)C. The catalyst is CN(C=O)C. The product is [CH3:27][C:25]1[N:1]=[C:2]2[S:3][CH:4]=[C:5]([C:16]3[CH:21]=[CH:20][CH:19]=[CH:18][CH:17]=3)[C:6]2=[C:7]([C:9]2[CH:14]=[CH:13][C:12]([CH3:15])=[CH:11][CH:10]=2)[C:24]=1[CH2:23][C:22]([O:29][CH3:30])=[O:28]. The yield is 0.850.